Dataset: Acute oral toxicity (LD50) regression data from Zhu et al.. Task: Regression/Classification. Given a drug SMILES string, predict its toxicity properties. Task type varies by dataset: regression for continuous values (e.g., LD50, hERG inhibition percentage) or binary classification for toxic/non-toxic outcomes (e.g., AMES mutagenicity, cardiotoxicity, hepatotoxicity). Dataset: ld50_zhu. (1) The compound is CN(C)[N+](=O)[O-]. The rat oral LD50 is 1.92, given as -log10 of the dose in mol/kg body weight (higher means more acutely toxic). (2) The drug is Cc1cc(C)c(C)cc1C. The rat oral LD50 is 1.28, given as -log10 of the dose in mol/kg body weight (higher means more acutely toxic). (3) The drug is O=C(OC1(O)CCCC1)C1CCCCC1. The rat oral LD50 is 1.91, given as -log10 of the dose in mol/kg body weight (higher means more acutely toxic).